The task is: Predict the reactants needed to synthesize the given product.. This data is from Full USPTO retrosynthesis dataset with 1.9M reactions from patents (1976-2016). (1) Given the product [Cl:21][C:22]1[N:23]=[CH:24][N:25]([C:27]2[CH:33]=[CH:32][C:30]([NH:31][C:2]3[N:3]=[C:4]([NH:17][CH:18]([CH3:20])[CH3:19])[C:5]4[CH2:10][CH2:9][CH:8]([C:11]5[CH:16]=[CH:15][CH:14]=[CH:13][CH:12]=5)[C:6]=4[N:7]=3)=[CH:29][C:28]=2[O:34][CH3:35])[CH:26]=1, predict the reactants needed to synthesize it. The reactants are: Cl[C:2]1[N:3]=[C:4]([NH:17][CH:18]([CH3:20])[CH3:19])[C:5]2[CH2:10][CH2:9][CH:8]([C:11]3[CH:16]=[CH:15][CH:14]=[CH:13][CH:12]=3)[C:6]=2[N:7]=1.[Cl:21][C:22]1[N:23]=[CH:24][N:25]([C:27]2[CH:33]=[CH:32][C:30]([NH2:31])=[CH:29][C:28]=2[O:34][CH3:35])[CH:26]=1.OS(O)(=O)=O.CCOC(C)=O. (2) Given the product [CH3:16][O:17][C:18](=[O:25])[C@@H:19]([NH:24][C:8](=[O:10])[C:7]1[CH:14]=[C:3]([O:2][CH3:1])[CH:4]=[CH:5][C:6]=1[NH2:12])[CH2:20][CH2:21][CH2:22][CH3:23], predict the reactants needed to synthesize it. The reactants are: [CH3:1][O:2][C:3]1[CH:14]=[C:7]2[C:8]([O:10]C(=O)[NH:12][C:6]2=[CH:5][CH:4]=1)=O.Cl.[CH3:16][O:17][C:18](=[O:25])[C@@H:19]([NH2:24])[CH2:20][CH2:21][CH2:22][CH3:23].C(N(CC)CC)C. (3) Given the product [C:34]([OH:36])(=[O:35])[CH:33]([CH2:37][C:38]([OH:40])=[O:39])[OH:32].[F:1][C:2]1[CH:3]=[C:4]2[C:8](=[CH:9][CH:10]=1)[NH:7][C:6](=[O:11])[C:5]2=[CH:12][C:13]1[NH:21][C:20]2[CH2:19][CH2:18][N:17]([CH2:22][CH2:23][N:24]3[CH2:25][CH2:26][O:27][CH2:28][CH2:29]3)[C:16](=[O:30])[C:15]=2[C:14]=1[CH3:31], predict the reactants needed to synthesize it. The reactants are: [F:1][C:2]1[CH:3]=[C:4]2[C:8](=[CH:9][CH:10]=1)[NH:7][C:6](=[O:11])[C:5]2=[CH:12][C:13]1[NH:21][C:20]2[CH2:19][CH2:18][N:17]([CH2:22][CH2:23][N:24]3[CH2:29][CH2:28][O:27][CH2:26][CH2:25]3)[C:16](=[O:30])[C:15]=2[C:14]=1[CH3:31].[OH:32][CH:33]([CH2:37][C:38]([OH:40])=[O:39])[C:34]([OH:36])=[O:35]. (4) Given the product [F:18][C:19]([F:26])([F:25])[C:20]1[CH:24]=[CH:23][N:22]([C:2]2[CH:7]=[C:6]([C:8]([F:11])([F:10])[F:9])[N:5]=[C:4]([C:12]3[CH:13]=[N:14][CH:15]=[CH:16][CH:17]=3)[N:3]=2)[N:21]=1, predict the reactants needed to synthesize it. The reactants are: Cl[C:2]1[CH:7]=[C:6]([C:8]([F:11])([F:10])[F:9])[N:5]=[C:4]([C:12]2[CH:13]=[N:14][CH:15]=[CH:16][CH:17]=2)[N:3]=1.[F:18][C:19]([F:26])([F:25])[C:20]1[CH:24]=[CH:23][NH:22][N:21]=1. (5) Given the product [CH3:2][S:6][C:5]([N:7]1[CH2:12][CH2:11][CH2:10][CH2:9][CH:8]1[C:13]1[CH:17]=[C:16]([C:18]2[CH:23]=[CH:22][CH:21]=[C:20]([Cl:24])[CH:19]=2)[O:15][N:14]=1)=[N:4][CH3:3], predict the reactants needed to synthesize it. The reactants are: I[CH3:2].[CH3:3][NH:4][C:5]([N:7]1[CH2:12][CH2:11][CH2:10][CH2:9][CH:8]1[C:13]1[CH:17]=[C:16]([C:18]2[CH:23]=[CH:22][CH:21]=[C:20]([Cl:24])[CH:19]=2)[O:15][N:14]=1)=[S:6]. (6) Given the product [CH3:17][N:2]([CH3:1])[CH2:3][CH2:4][CH:5]([C:7]1[CH:16]=[CH:15][C:14]2[C:9](=[CH:10][CH:11]=[CH:12][CH:13]=2)[CH:8]=1)[OH:6], predict the reactants needed to synthesize it. The reactants are: [CH3:1][N:2]([CH3:17])[CH2:3][CH2:4][C:5]([C:7]1[CH:16]=[CH:15][C:14]2[C:9](=[CH:10][CH:11]=[CH:12][CH:13]=2)[CH:8]=1)=[O:6].[H-].[H-].[H-].[H-].[Li+].[Al+3].[OH-].[Na+]. (7) Given the product [CH3:1][C:2]1[CH:3]=[CH:4][C:5]([S:8]([O:11][CH2:12][CH2:13][CH:14]2[CH2:18][C:17]3([CH2:19][CH2:25][CH2:24][CH2:23][CH2:20]3)[C:16](=[O:21])[O:15]2)(=[O:10])=[O:9])=[CH:6][CH:7]=1, predict the reactants needed to synthesize it. The reactants are: [CH3:1][C:2]1[CH:7]=[CH:6][C:5]([S:8]([O:11][CH2:12][CH2:13][CH:14]2[CH2:18][C:17]([CH3:20])([CH3:19])[C:16](=[O:21])[O:15]2)(=[O:10])=[O:9])=[CH:4][CH:3]=1.O[CH2:23][CH2:24][CH:25]1CC2(CCCCC2)C(=O)O1.OCCC1OC(=O)C(C)(C)C1.